Dataset: Catalyst prediction with 721,799 reactions and 888 catalyst types from USPTO. Task: Predict which catalyst facilitates the given reaction. Reactant: Br[C:2]1[CH:24]=[CH:23][C:5]([O:6][CH2:7][CH2:8][N:9]2[C:13]([O:14][CH2:15][CH3:16])=[CH:12][C:11]([C:17]3[CH:22]=[CH:21][CH:20]=[CH:19][CH:18]=3)=[N:10]2)=[C:4]([Cl:25])[CH:3]=1.[CH3:26][O:27][C:28]1[CH:33]=[CH:32][C:31](B(O)O)=[CH:30][CH:29]=1.C(=O)(O)[O-].[Na+]. Product: [Cl:25][C:4]1[CH:3]=[C:2]([C:31]2[CH:32]=[CH:33][C:28]([O:27][CH3:26])=[CH:29][CH:30]=2)[CH:24]=[CH:23][C:5]=1[O:6][CH2:7][CH2:8][N:9]1[C:13]([O:14][CH2:15][CH3:16])=[CH:12][C:11]([C:17]2[CH:22]=[CH:21][CH:20]=[CH:19][CH:18]=2)=[N:10]1. The catalyst class is: 622.